From a dataset of NCI-60 drug combinations with 297,098 pairs across 59 cell lines. Regression. Given two drug SMILES strings and cell line genomic features, predict the synergy score measuring deviation from expected non-interaction effect. (1) Drug 1: CCC1(CC2CC(C3=C(CCN(C2)C1)C4=CC=CC=C4N3)(C5=C(C=C6C(=C5)C78CCN9C7C(C=CC9)(C(C(C8N6C=O)(C(=O)OC)O)OC(=O)C)CC)OC)C(=O)OC)O.OS(=O)(=O)O. Drug 2: CC(C)(C#N)C1=CC(=CC(=C1)CN2C=NC=N2)C(C)(C)C#N. Cell line: HS 578T. Synergy scores: CSS=34.6, Synergy_ZIP=-1.59, Synergy_Bliss=-3.67, Synergy_Loewe=-13.6, Synergy_HSA=-1.48. (2) Drug 1: CC1CCC2CC(C(=CC=CC=CC(CC(C(=O)C(C(C(=CC(C(=O)CC(OC(=O)C3CCCCN3C(=O)C(=O)C1(O2)O)C(C)CC4CCC(C(C4)OC)O)C)C)O)OC)C)C)C)OC. Drug 2: C1=NNC2=C1C(=O)NC=N2. Cell line: SF-295. Synergy scores: CSS=18.2, Synergy_ZIP=-5.91, Synergy_Bliss=0.605, Synergy_Loewe=-31.2, Synergy_HSA=0.799.